From a dataset of Full USPTO retrosynthesis dataset with 1.9M reactions from patents (1976-2016). Predict the reactants needed to synthesize the given product. (1) Given the product [Cl:12][C:10]1[CH:9]=[CH:8][N:7]2[C:13]([I:14])=[C:4]([CH2:3][NH2:1])[N:5]=[C:6]2[CH:11]=1, predict the reactants needed to synthesize it. The reactants are: [NH3:1].Br[CH2:3][C:4]1[N:5]=[C:6]2[CH:11]=[C:10]([Cl:12])[CH:9]=[CH:8][N:7]2[C:13]=1[I:14]. (2) Given the product [C:1]([O:4][CH2:5][C:6]1([CH2:18][CH2:19][CH:20]([CH3:22])[CH3:21])[C:15]2[C:10](=[CH:11][CH:12]=[CH:13][CH:14]=2)[C:9](=[O:24])[CH:8]=[C:7]1[O:16][CH3:17])(=[O:3])[CH3:2], predict the reactants needed to synthesize it. The reactants are: [C:1]([O:4][CH2:5][C:6]1([CH2:18][CH2:19][CH:20]([CH3:22])[CH3:21])[C:15]2[C:10](=[CH:11][CH:12]=[CH:13][CH:14]=2)[CH2:9][CH:8]=[C:7]1[O:16][CH3:17])(=[O:3])[CH3:2].[Cr](O[Cr]([O-])(=O)=O)([O-])(=O)=[O:24].[NH+]1C=CC=CC=1.[NH+]1C=CC=CC=1.C(OOC(C)(C)C)(C)(C)C.O. (3) Given the product [F:12][C:13]1[C:17]2[CH:18]=[CH:19][CH:20]=[C:21]([O:22][CH3:23])[C:16]=2[S:15][C:14]=1[CH2:24][OH:25], predict the reactants needed to synthesize it. The reactants are: B.C1COCC1.C1COCC1.[F:12][C:13]1[C:17]2[CH:18]=[CH:19][CH:20]=[C:21]([O:22][CH3:23])[C:16]=2[S:15][C:14]=1[C:24](O)=[O:25]. (4) Given the product [CH3:18][O:19][C:20](=[O:46])[C@@H:21]([NH:31][C:32]([C:34]1[C:39]([CH3:40])=[N:38][C:37]([NH:41][CH2:42][C:43]#[C:44][C:3]2[CH:4]=[C:5]([O:8][CH3:9])[CH:6]=[CH:7][C:2]=2[Cl:1])=[N:36][C:35]=1[CH3:45])=[O:33])[CH2:22][NH:23][C:24]([C:26]1[S:27][CH:28]=[CH:29][CH:30]=1)=[O:25], predict the reactants needed to synthesize it. The reactants are: [Cl:1][C:2]1[CH:7]=[CH:6][C:5]([O:8][CH3:9])=[CH:4][C:3]=1I.CCN(CC)CC.[CH3:18][O:19][C:20](=[O:46])[C@@H:21]([NH:31][C:32]([C:34]1[C:35]([CH3:45])=[N:36][C:37]([NH:41][CH2:42][C:43]#[CH:44])=[N:38][C:39]=1[CH3:40])=[O:33])[CH2:22][NH:23][C:24]([C:26]1[S:27][CH:28]=[CH:29][CH:30]=1)=[O:25]. (5) The reactants are: FC(F)(F)C(O)=O.C(OC([N:15]1[C:20]2[CH:21]=[C:22]([Cl:28])[C:23]([N:25]([CH3:27])[CH3:26])=[CH:24][C:19]=2[O:18][CH:17]([C:29]([N:31]2[CH2:36][CH2:35][C:34]([C:45]#[N:46])([CH2:37][C:38]3[CH:43]=[CH:42][C:41]([F:44])=[CH:40][CH:39]=3)[CH2:33][CH2:32]2)=[O:30])[CH2:16]1)=O)(C)(C)C. Given the product [Cl:28][C:22]1[C:23]([N:25]([CH3:26])[CH3:27])=[CH:24][C:19]2[O:18][CH:17]([C:29]([N:31]3[CH2:32][CH2:33][C:34]([CH2:37][C:38]4[CH:39]=[CH:40][C:41]([F:44])=[CH:42][CH:43]=4)([C:45]#[N:46])[CH2:35][CH2:36]3)=[O:30])[CH2:16][NH:15][C:20]=2[CH:21]=1, predict the reactants needed to synthesize it. (6) Given the product [Cl:9][C:5]1[CH:4]=[CH:3][C:2]([NH2:1])=[CH:7][C:6]=1[O:8][CH2:10][C:11]1[CH:12]=[CH:13][CH:14]=[CH:15][N:34]=1, predict the reactants needed to synthesize it. The reactants are: [NH2:1][C:2]1[CH:3]=[CH:4][C:5]([Cl:9])=[C:6]([OH:8])[CH:7]=1.[C:10]1(P([C:10]2[CH:15]=[CH:14][CH:13]=[CH:12][CH:11]=2)[C:10]2[CH:15]=[CH:14][CH:13]=[CH:12][CH:11]=2)[CH:15]=[CH:14][CH:13]=[CH:12][CH:11]=1.CCOC(/[N:34]=N/C(OCC)=O)=O. (7) Given the product [CH2:1]([O:3][C:4](=[O:20])[CH:5]([Br:38])[C:6]1[N:7]=[N:8][N:9]([C:11]([CH3:19])([C:13]2[CH:14]=[CH:15][CH:16]=[CH:17][CH:18]=2)[CH3:12])[N:10]=1)[CH3:2], predict the reactants needed to synthesize it. The reactants are: [CH2:1]([O:3][C:4](=[O:20])[CH2:5][C:6]1[N:7]=[N:8][N:9]([C:11]([CH3:19])([C:13]2[CH:18]=[CH:17][CH:16]=[CH:15][CH:14]=2)[CH3:12])[N:10]=1)[CH3:2].C[Si]([N-][Si](C)(C)C)(C)C.[Na+].C1C(=O)N([Br:38])C(=O)C1. (8) Given the product [Cl:1][C:2]1[CH:7]=[CH:6][C:5](/[CH:8]=[CH:9]/[C:10]([N:24]2[CH2:25][CH2:26][C:21]([CH2:27][N:28]3[CH:32]=[C:31]([C:33]([O:35][CH2:36][CH3:37])=[O:34])[CH:30]=[N:29]3)([OH:20])[CH2:22][CH2:23]2)=[O:12])=[C:4]([CH2:13][N:14]2[N:18]=[N:17][C:16]([CH3:19])=[N:15]2)[CH:3]=1, predict the reactants needed to synthesize it. The reactants are: [Cl:1][C:2]1[CH:7]=[CH:6][C:5](/[CH:8]=[CH:9]/[C:10]([OH:12])=O)=[C:4]([CH2:13][N:14]2[N:18]=[N:17][C:16]([CH3:19])=[N:15]2)[CH:3]=1.[OH:20][C:21]1([CH2:27][N:28]2[CH:32]=[C:31]([C:33]([O:35][CH2:36][CH3:37])=[O:34])[CH:30]=[N:29]2)[CH2:26][CH2:25][NH:24][CH2:23][CH2:22]1.CCN(C(C)C)C(C)C.C(P1(=O)OP(CCC)(=O)OP(CCC)(=O)O1)CC. (9) The reactants are: [O:1]([C:8]1[CH:13]=[CH:12][C:11]([C:14]2[O:18][N:17]=[C:16]([C:19]3[S:23][C:22]([CH2:24][N:25]4[CH2:28][CH:27]([C:29]([O:31]CC)=[O:30])[CH2:26]4)=[CH:21][CH:20]=3)[N:15]=2)=[CH:10][CH:9]=1)[C:2]1[CH:7]=[CH:6][CH:5]=[CH:4][CH:3]=1.[OH-].[Na+]. Given the product [O:1]([C:8]1[CH:13]=[CH:12][C:11]([C:14]2[O:18][N:17]=[C:16]([C:19]3[S:23][C:22]([CH2:24][N:25]4[CH2:26][CH:27]([C:29]([OH:31])=[O:30])[CH2:28]4)=[CH:21][CH:20]=3)[N:15]=2)=[CH:10][CH:9]=1)[C:2]1[CH:7]=[CH:6][CH:5]=[CH:4][CH:3]=1, predict the reactants needed to synthesize it.